Predict which catalyst facilitates the given reaction. From a dataset of Catalyst prediction with 721,799 reactions and 888 catalyst types from USPTO. (1) Reactant: [CH3:1][C:2]([C:8]1[CH:13]=[CH:12][C:11]([NH:14][C:15]2[C:25]3[CH2:24][CH2:23][N:22]([C:26]4[C:31]([C:32]([F:35])([F:34])[F:33])=[CH:30][CH:29]=[CH:28][N:27]=4)[CH2:21][CH2:20][C:19]=3[N:18]=[C:17]([CH:36]([CH3:38])[CH3:37])[N:16]=2)=[CH:10][CH:9]=1)([CH3:7])[C:3]([O:5]C)=[O:4].C1COCC1.O.[OH-].[Li+]. Product: [CH3:7][C:2]([C:8]1[CH:9]=[CH:10][C:11]([NH:14][C:15]2[C:25]3[CH2:24][CH2:23][N:22]([C:26]4[C:31]([C:32]([F:34])([F:35])[F:33])=[CH:30][CH:29]=[CH:28][N:27]=4)[CH2:21][CH2:20][C:19]=3[N:18]=[C:17]([CH:36]([CH3:38])[CH3:37])[N:16]=2)=[CH:12][CH:13]=1)([CH3:1])[C:3]([OH:5])=[O:4]. The catalyst class is: 6. (2) Reactant: [C:1]([O:4][C:5]1[CH:10]=[CH:9][CH:8]=[C:7]([OH:11])[C:6]=1[CH3:12])(=[O:3])[CH3:2].[C:13](=O)([O-])[O-].[K+].[K+].CI.C1(C)C=CC=CC=1. The catalyst class is: 47. Product: [C:1]([O:4][C:5]1[CH:10]=[CH:9][CH:8]=[C:7]([O:11][CH3:13])[C:6]=1[CH3:12])(=[O:3])[CH3:2].